From a dataset of Full USPTO retrosynthesis dataset with 1.9M reactions from patents (1976-2016). Predict the reactants needed to synthesize the given product. (1) Given the product [CH2:10]([O:17][C:18]1[C:19]([C:36]([OH:38])=[O:37])=[N:20][CH:21]=[C:22]([C:23](=[O:24])[NH:25][CH2:26][C:27]2[CH:28]=[CH:29][C:30]([F:33])=[CH:31][CH:32]=2)[C:34]=1[OH:35])[C:11]1[CH:16]=[CH:15][CH:14]=[CH:13][CH:12]=1, predict the reactants needed to synthesize it. The reactants are: Cl([O-])=O.[Na+].S(=O)(=O)(O)N.[CH2:10]([O:17][C:18]1[C:19]([CH:36]=[O:37])=[N:20][CH:21]=[C:22]([C:34]=1[OH:35])[C:23]([NH:25][CH2:26][C:27]1[CH:32]=[CH:31][C:30]([F:33])=[CH:29][CH:28]=1)=[O:24])[C:11]1[CH:16]=[CH:15][CH:14]=[CH:13][CH:12]=1.[OH2:38]. (2) Given the product [F:8][C:6]1[CH:5]=[CH:4][C:3]([CH3:9])=[C:2]([O:26][C:23]2[CH:24]=[CH:25][C:20]([F:19])=[CH:21][C:22]=2[CH3:27])[CH:7]=1, predict the reactants needed to synthesize it. The reactants are: Br[C:2]1[CH:7]=[C:6]([F:8])[CH:5]=[CH:4][C:3]=1[CH3:9].BrC1C=CC(F)=CC=1C.[F:19][C:20]1[CH:25]=[CH:24][C:23]([OH:26])=[C:22]([CH3:27])[CH:21]=1. (3) The reactants are: [CH2:1]([O:4][CH3:5])[C:2]#[CH:3].C([Li])CCC.CCCCCC.[CH3:17][N:18]([CH3:32])[C:19]1([C:26]2[CH:31]=[CH:30][CH:29]=[CH:28][CH:27]=2)[CH2:24][CH2:23][C:22](=[O:25])[CH2:21][CH2:20]1.[Br-].[Li+].[CH2:35](Br)[C:36]1[CH:41]=[CH:40][CH:39]=[CH:38][CH:37]=1. Given the product [CH2:35]([O:25][C:22]1([C:3]#[C:2][CH2:1][O:4][CH3:5])[CH2:23][CH2:24][C:19]([N:18]([CH3:32])[CH3:17])([C:26]2[CH:27]=[CH:28][CH:29]=[CH:30][CH:31]=2)[CH2:20][CH2:21]1)[C:36]1[CH:41]=[CH:40][CH:39]=[CH:38][CH:37]=1, predict the reactants needed to synthesize it. (4) Given the product [CH2:26]([S:23]([N:22]1[C:43]2[C:38](=[CH:39][C:40]3[N:50]([S:51]([CH2:54][CH2:55][CH2:56][CH2:57][CH2:58][CH2:59][CH2:60][CH2:61][CH2:62][CH2:63][CH2:64][CH3:65])(=[O:53])=[O:52])[C:45]4[C:44]([C:41]=3[CH:42]=2)=[CH:49][CH:48]=[CH:47][CH:46]=4)[C:16]2[C:17]1=[CH:18][CH:19]=[CH:20][CH:21]=2)(=[O:24])=[O:25])[CH2:27][CH2:28][CH2:29][CH2:30][CH2:31][CH2:32][CH2:33][CH2:34][CH2:35][CH2:36][CH3:37], predict the reactants needed to synthesize it. The reactants are: C([O-])(=O)C.C([O-])(=O)C.C1([I+2])C=CC=CC=1.[C:16]1([C:38]2[CH:43]=[CH:42][C:41]([C:44]3[CH:49]=[CH:48][CH:47]=[CH:46][C:45]=3[NH:50][S:51]([CH2:54][CH2:55][CH2:56][CH2:57][CH2:58][CH2:59][CH2:60][CH2:61][CH2:62][CH2:63][CH2:64][CH3:65])(=[O:53])=[O:52])=[CH:40][CH:39]=2)[CH:21]=[CH:20][CH:19]=[CH:18][C:17]=1[NH:22][S:23]([CH2:26][CH2:27][CH2:28][CH2:29][CH2:30][CH2:31][CH2:32][CH2:33][CH2:34][CH2:35][CH2:36][CH3:37])(=[O:25])=[O:24]. (5) Given the product [NH:13]1[C:14]2[C:22](=[CH:21][CH:20]=[C:16]([C:17]([OH:19])=[O:18])[CH:15]=2)[CH:23]=[N:12]1, predict the reactants needed to synthesize it. The reactants are: CC(C)([O-])C.[K+].C(S/[N:12]=[N:13]/[C:14]1[CH:15]=[C:16]([CH:20]=[CH:21][C:22]=1[CH3:23])[C:17]([OH:19])=[O:18])(C)(C)C. (6) Given the product [CH:1]1[CH:2]=[CH:3][C:4]2[N:12]=[CH:10][NH:9][C:7](=[O:8])[C:5]=2[CH:6]=1, predict the reactants needed to synthesize it. The reactants are: [CH:1]1[CH:6]=[C:5]2[C:7]([NH:9][C:10]([NH:12][C:4]2=[CH:3][CH:2]=1)=O)=[O:8].C(Cl)(Cl)(Cl)Cl.CCN(C(C)C)C(C)C.P([O-])(OCC1C=CC=CC=1)OCC1C=CC=CC=1. (7) Given the product [Cl:34][C:30]1[CH:29]=[C:28]([NH:27][C:24]2[O:23][C:22]([C:19]3[CH:20]=[CH:21][C:15]4[N:14]=[C:13]([C:9]5[C:8]([CH3:35])=[CH:7][C:6]([CH2:5][CH2:4][C:3]([OH:36])=[O:2])=[CH:11][C:10]=5[CH3:12])[NH:17][C:16]=4[CH:18]=3)=[N:26][N:25]=2)[CH:33]=[CH:32][CH:31]=1, predict the reactants needed to synthesize it. The reactants are: C[O:2][C:3](=[O:36])[CH2:4][CH2:5][C:6]1[CH:11]=[C:10]([CH3:12])[C:9]([C:13]2[NH:17][C:16]3[CH:18]=[C:19]([C:22]4[O:23][C:24]([NH:27][C:28]5[CH:33]=[CH:32][CH:31]=[C:30]([Cl:34])[CH:29]=5)=[N:25][N:26]=4)[CH:20]=[CH:21][C:15]=3[N:14]=2)=[C:8]([CH3:35])[CH:7]=1.[OH-].[Na+]. (8) The reactants are: [NH2:1][CH2:2][C@@H:3]1[C@H:8]([CH3:9])[CH2:7][CH2:6][CH2:5][N:4]1[C:10]([C:12]1[CH:17]=[C:16]([CH3:18])[CH:15]=[CH:14][C:13]=1[C:19]1[CH:24]=[CH:23][CH:22]=[CH:21][N:20]=1)=[O:11].Cl[C:26]1[N:31]=[CH:30][C:29]([C:32]#[N:33])=[CH:28][N:27]=1. Given the product [CH3:9][C@@H:8]1[CH2:7][CH2:6][CH2:5][N:4]([C:10](=[O:11])[C:12]2[CH:17]=[C:16]([CH3:18])[CH:15]=[CH:14][C:13]=2[C:19]2[CH:24]=[CH:23][CH:22]=[CH:21][N:20]=2)[C@@H:3]1[CH2:2][NH:1][C:26]1[N:31]=[CH:30][C:29]([C:32]#[N:33])=[CH:28][N:27]=1, predict the reactants needed to synthesize it.